Predict the reactants needed to synthesize the given product. From a dataset of Full USPTO retrosynthesis dataset with 1.9M reactions from patents (1976-2016). (1) Given the product [Br:1][C:2]1[N:7]2[CH:8]=[N:9][CH:10]=[C:6]2[C:5]([N:39]2[CH2:40][CH2:41][CH:36]([N:35]([CH3:42])[CH3:34])[CH2:37][CH2:38]2)=[N:4][C:3]=1[Cl:12], predict the reactants needed to synthesize it. The reactants are: [Br:1][C:2]1[N:7]2[CH:8]=[N:9][CH:10]=[C:6]2[C:5](O)=[N:4][C:3]=1[Cl:12].C(N(CC)CC)C.CS(Cl)(=O)=O.C(N(CC)C(C)C)(C)C.[CH3:34][N:35]([CH3:42])[CH:36]1[CH2:41][CH2:40][NH:39][CH2:38][CH2:37]1. (2) The reactants are: [Cl:1][C:2]1[C:11]2[C:6](=[CH:7][CH:8]=[C:9]([OH:12])[CH:10]=2)[N:5]=[CH:4][N:3]=1.C1(P(C2C=CC=CC=2)C2C=CC=CC=2)C=CC=CC=1.[C:32]([O:36][C:37]([N:39]1[CH2:44][CH2:43][CH:42](O)[CH2:41][CH2:40]1)=[O:38])([CH3:35])([CH3:34])[CH3:33].CC(OC(/N=N/C(OC(C)C)=O)=O)C. Given the product [Cl:1][C:2]1[C:11]2[C:6](=[CH:7][CH:8]=[C:9]([O:12][CH:42]3[CH2:43][CH2:44][N:39]([C:37]([O:36][C:32]([CH3:35])([CH3:34])[CH3:33])=[O:38])[CH2:40][CH2:41]3)[CH:10]=2)[N:5]=[CH:4][N:3]=1, predict the reactants needed to synthesize it.